From a dataset of Peptide-MHC class I binding affinity with 185,985 pairs from IEDB/IMGT. Regression. Given a peptide amino acid sequence and an MHC pseudo amino acid sequence, predict their binding affinity value. This is MHC class I binding data. (1) The binding affinity (normalized) is 0. The peptide sequence is ILDDNLYKV. The MHC is HLA-A68:01 with pseudo-sequence HLA-A68:01. (2) The peptide sequence is MMMNWSPTT. The MHC is HLA-A02:06 with pseudo-sequence HLA-A02:06. The binding affinity (normalized) is 0.343.